Dataset: Forward reaction prediction with 1.9M reactions from USPTO patents (1976-2016). Task: Predict the product of the given reaction. (1) The product is: [CH2:9]([O:16][C:17]1[CH:22]=[CH:21][N:20]([C:23]2[S:24][C:25]([C:29]([NH:8][CH2:7][C:5]3[O:6][C:2]([CH3:1])=[CH:3][CH:4]=3)=[O:30])=[C:26]([CH3:28])[N:27]=2)[C:19](=[O:32])[CH:18]=1)[C:10]1[CH:15]=[CH:14][CH:13]=[CH:12][CH:11]=1. Given the reactants [CH3:1][C:2]1[O:6][C:5]([CH2:7][NH2:8])=[CH:4][CH:3]=1.[CH2:9]([O:16][C:17]1[CH:22]=[CH:21][N:20]([C:23]2[S:24][C:25]([C:29](O)=[O:30])=[C:26]([CH3:28])[N:27]=2)[C:19](=[O:32])[CH:18]=1)[C:10]1[CH:15]=[CH:14][CH:13]=[CH:12][CH:11]=1, predict the reaction product. (2) Given the reactants NC1CC[N:5]([CH2:8][C:9]2[CH:14]=[CH:13][CH:12]=[CH:11][CH:10]=2)CC1.C(N(CC)CC)C.ClC(OC[C:27]1[CH:32]=[CH:31]C=[CH:29][CH:28]=1)=O, predict the reaction product. The product is: [CH3:29][CH2:28][CH2:27][CH2:32][CH2:31][CH2:10][CH2:11][CH2:12][CH2:13][CH2:14][CH2:9][CH2:8][NH2:5]. (3) Given the reactants [NH2:1][C:2]1[N:6]([C:7]2[CH:12]=[CH:11][C:10]([O:13][CH3:14])=[CH:9][CH:8]=2)[N:5]=[CH:4][C:3]=1[C:15]([OH:17])=O.[B-](F)(F)(F)F.CN(C(ON1C(=O)C=CC=C1)=[N+](C)C)C.CCN(C(C)C)C(C)C.[NH2:47][C:48]1[CH:49]=[C:50]([NH:55][C:56](=[O:67])[C:57]2[CH:62]=[CH:61][CH:60]=[C:59]([C:63]([F:66])([F:65])[F:64])[CH:58]=2)[CH:51]=[CH:52][C:53]=1[CH3:54], predict the reaction product. The product is: [CH3:54][C:53]1[CH:52]=[CH:51][C:50]([NH:55][C:56](=[O:67])[C:57]2[CH:62]=[CH:61][CH:60]=[C:59]([C:63]([F:64])([F:65])[F:66])[CH:58]=2)=[CH:49][C:48]=1[NH:47][C:15]([C:3]1[CH:4]=[N:5][N:6]([C:7]2[CH:8]=[CH:9][C:10]([O:13][CH3:14])=[CH:11][CH:12]=2)[C:2]=1[NH2:1])=[O:17]. (4) Given the reactants C([O:3][C:4](=[O:23])[CH:5]([CH2:11][C:12]1[CH:17]=[C:16]([C:18]([F:21])([F:20])[F:19])[CH:15]=[CH:14][C:13]=1[Br:22])C(OCC)=O)C.[OH-].[Na+], predict the reaction product. The product is: [Br:22][C:13]1[CH:14]=[CH:15][C:16]([C:18]([F:21])([F:20])[F:19])=[CH:17][C:12]=1[CH2:11][CH2:5][C:4]([OH:23])=[O:3]. (5) The product is: [Br:1][C:2]1[C:7]([CH3:8])=[CH:6][C:5]([O:9][CH3:13])=[CH:4][C:3]=1[CH3:10]. Given the reactants [Br:1][C:2]1[C:7]([CH3:8])=[CH:6][C:5]([OH:9])=[CH:4][C:3]=1[CH3:10].IC.[C:13](=O)([O-])[O-].[K+].[K+].O, predict the reaction product. (6) Given the reactants [NH:1]1[C:9]2[C:4](=[CH:5][CH:6]=[CH:7][N:8]=2)[C:3]([C:10]([OH:12])=O)=[CH:2]1.C1C=NC2N(O)N=NC=2C=1.Cl.[CH3:24][NH:25][O:26][CH3:27].C(Cl)CCl.CCN(C(C)C)C(C)C.[Cl-].[NH4+], predict the reaction product. The product is: [CH3:27][O:26][N:25]([CH3:24])[C:10]([C:3]1[C:4]2[C:9](=[N:8][CH:7]=[CH:6][CH:5]=2)[NH:1][CH:2]=1)=[O:12].